From a dataset of Reaction yield outcomes from USPTO patents with 853,638 reactions. Predict the reaction yield, written as a fraction of the theoretical maximum amount of product (1.0 means a 100% yield; for example, 0.34 means a 34% yield). (1) The reactants are [C:1]([O:5][C:6]([N:8]1[CH2:11][CH2:10][C@H:9]1[CH2:12][O:13][C:14]1[CH:15]=[N:16][CH:17]=[C:18]([Sn](C)(C)C)[CH:19]=1)=[O:7])([CH3:4])([CH3:3])[CH3:2].[CH2:24]([O:31][CH2:32][CH2:33][C:34]1[CH:39]=[CH:38][CH:37]=[C:36](I)[CH:35]=1)[C:25]1[CH:30]=[CH:29][CH:28]=[CH:27][CH:26]=1.[F-].[Cs+]. The catalyst is [Cu]I.C1C=CC([P]([Pd]([P](C2C=CC=CC=2)(C2C=CC=CC=2)C2C=CC=CC=2)([P](C2C=CC=CC=2)(C2C=CC=CC=2)C2C=CC=CC=2)[P](C2C=CC=CC=2)(C2C=CC=CC=2)C2C=CC=CC=2)(C2C=CC=CC=2)C2C=CC=CC=2)=CC=1.CN(C=O)C. The product is [CH2:24]([O:31][CH2:32][CH2:33][C:34]1[CH:35]=[C:36]([C:18]2[CH:17]=[N:16][CH:15]=[C:14]([O:13][CH2:12][C@@H:9]3[CH2:10][CH2:11][N:8]3[C:6]([O:5][C:1]([CH3:4])([CH3:3])[CH3:2])=[O:7])[CH:19]=2)[CH:37]=[CH:38][CH:39]=1)[C:25]1[CH:30]=[CH:29][CH:28]=[CH:27][CH:26]=1. The yield is 0.580. (2) The yield is 0.420. The product is [CH:1]1[CH:6]=[CH:5][C:4]([C:8]([OH:10])=[O:9])=[C:3]([C:11]2[C:12]3[CH:17]=[CH:16][C:15]([OH:18])=[CH:14][C:13]=3[O:19][C:20]3[C:21]=2[CH:22]=[CH:23][C:24]([CH:25]=3)=[O:26])[CH:2]=1.[CH:30]([NH2:28])=[NH:7]. The reactants are [CH:1]1[C:6]([NH2:7])=[CH:5][C:4]2[C:8]([O:10][C:11]3([C:21]4[CH:22]=[CH:23][C:24]([OH:26])=[CH:25][C:20]=4[O:19][C:13]4[CH:14]=[C:15]([OH:18])[CH:16]=[CH:17][C:12]3=4)[C:3]=2[CH:2]=1)=[O:9].C[N:28]([CH:30]=O)C. No catalyst specified.